Dataset: Full USPTO retrosynthesis dataset with 1.9M reactions from patents (1976-2016). Task: Predict the reactants needed to synthesize the given product. (1) Given the product [CH2:13]([N:12]1[CH:10]2[C:9]([F:21])([F:20])[CH2:8][CH:7]1[CH2:6][CH:5]([OH:4])[CH2:11]2)[C:14]1[CH:15]=[CH:16][CH:17]=[CH:18][CH:19]=1, predict the reactants needed to synthesize it. The reactants are: C([O:4][CH:5]1[CH2:11][CH:10]2[N:12]([CH2:13][C:14]3[CH:19]=[CH:18][CH:17]=[CH:16][CH:15]=3)[CH:7]([CH2:8][C:9]2([F:21])[F:20])[CH2:6]1)(=O)C.C([O-])([O-])=O.[K+].[K+]. (2) The reactants are: [NH:1]1[CH2:6][CH2:5][CH:4]([C@H:7]2[C@H:16]3[CH2:17][CH2:18][N:19]([C:20]([C@H:22]4[CH2:27][CH2:26][CH2:25][CH2:24][C@H:23]4[NH:28][C:29](=[O:36])[C:30]4[CH:35]=[CH:34][CH:33]=[CH:32][CH:31]=4)=[O:21])[C@H:15]3[C:14]3[CH:13]=[CH:12][CH:11]=[CH:10][C:9]=3[NH:8]2)[CH2:3][CH2:2]1.C(N(CC)CC)C.[CH2:44]([N:46]=[C:47]=[O:48])[CH3:45].O1CCCC1. Given the product [C:29]([NH:28][C@@H:23]1[CH2:24][CH2:25][CH2:26][CH2:27][C@@H:22]1[C:20]([N:19]1[C@@H:15]2[C@@H:16]([C@H:7]([CH:4]3[CH2:5][CH2:6][N:1]([C:47]([NH:46][CH2:44][CH3:45])=[O:48])[CH2:2][CH2:3]3)[NH:8][C:9]3[CH:10]=[CH:11][CH:12]=[CH:13][C:14]=32)[CH2:17][CH2:18]1)=[O:21])(=[O:36])[C:30]1[CH:31]=[CH:32][CH:33]=[CH:34][CH:35]=1, predict the reactants needed to synthesize it. (3) Given the product [Cl:12][C:8]1[CH:7]=[C:6]2[C:11]([C:2]([C:17]3[CH:22]=[CH:21][CH:20]=[CH:19][CH:18]=3)=[C:3]([CH:14]([OH:16])[CH3:15])[O:4][C:5]2=[O:13])=[CH:10][CH:9]=1, predict the reactants needed to synthesize it. The reactants are: Br[C:2]1[C:11]2[C:6](=[CH:7][C:8]([Cl:12])=[CH:9][CH:10]=2)[C:5](=[O:13])[O:4][C:3]=1[CH:14]([OH:16])[CH3:15].[C:17]1(B(O)O)[CH:22]=[CH:21][CH:20]=[CH:19][CH:18]=1. (4) Given the product [CH3:18][C:14]([C:11]1[CH:10]=[CH:9][C:8]([S:5](/[CH:4]=[CH:3]/[C:1]#[N:2])(=[O:6])=[O:7])=[CH:13][CH:12]=1)([CH3:19])[C:15]([N:20]1[CH2:25][CH2:24][O:23][CH2:22][CH2:21]1)=[O:17], predict the reactants needed to synthesize it. The reactants are: [C:1](/[CH:3]=[CH:4]/[S:5]([C:8]1[CH:13]=[CH:12][C:11]([C:14]([CH3:19])([CH3:18])[C:15]([OH:17])=O)=[CH:10][CH:9]=1)(=[O:7])=[O:6])#[N:2].[NH:20]1[CH2:25][CH2:24][O:23][CH2:22][CH2:21]1.Cl.CN(C)CCCN=C=NCC.ON1C2C=CC=CC=2N=N1.C(=O)(O)[O-].[Na+].